This data is from Catalyst prediction with 721,799 reactions and 888 catalyst types from USPTO. The task is: Predict which catalyst facilitates the given reaction. (1) Reactant: [C:1]([O:5][C:6]([N:8]1[CH2:13][CH2:12][CH:11]([C:14]2[NH:15][CH:16]=[C:17]([C:19]3[CH:24]=[CH:23][C:22]([F:25])=[C:21]([CH3:26])[CH:20]=3)[N:18]=2)[C:10]([F:28])([F:27])[CH2:9]1)=[O:7])([CH3:4])([CH3:3])[CH3:2].[H-].[Na+].Br[CH2:32][CH2:33][O:34][CH:35]1[CH2:40][CH2:39][CH2:38][CH2:37][O:36]1. Product: [C:1]([O:5][C:6]([N:8]1[CH2:13][CH2:12][CH:11]([C:14]2[N:15]([CH2:32][CH2:33][O:34][CH:35]3[CH2:40][CH2:39][CH2:38][CH2:37][O:36]3)[CH:16]=[C:17]([C:19]3[CH:24]=[CH:23][C:22]([F:25])=[C:21]([CH3:26])[CH:20]=3)[N:18]=2)[C:10]([F:27])([F:28])[CH2:9]1)=[O:7])([CH3:4])([CH3:2])[CH3:3]. The catalyst class is: 39. (2) Reactant: [CH2:1]([N:8]1[CH2:12][CH:11]([C:13]2[CH:18]=[CH:17][C:16]([Cl:19])=[C:15]([Cl:20])[CH:14]=2)[CH:10]([NH:21][CH3:22])[CH2:9]1)[C:2]1[CH:7]=[CH:6][CH:5]=[CH:4][CH:3]=1.CCN(CC)CC.[CH3:42][C:41]([O:40][C:38](O[C:38]([O:40][C:41]([CH3:44])([CH3:43])[CH3:42])=[O:39])=[O:39])([CH3:44])[CH3:43]. Product: [C:41]([O:40][C:38](=[O:39])[N:21]([CH:10]1[CH:11]([C:13]2[CH:18]=[CH:17][C:16]([Cl:19])=[C:15]([Cl:20])[CH:14]=2)[CH2:12][N:8]([CH2:1][C:2]2[CH:7]=[CH:6][CH:5]=[CH:4][CH:3]=2)[CH2:9]1)[CH3:22])([CH3:42])([CH3:43])[CH3:44]. The catalyst class is: 64. (3) Reactant: [C:1]([C:4]1[CH:5]=[CH:6][C:7]([O:28][CH2:29][C:30]2[CH:35]=[C:34]([CH3:36])[CH:33]=[CH:32][N:31]=2)=[C:8]([C:10]2[CH:27]=[CH:26][C:13]3[CH2:14][CH2:15][N:16](C(OC(C)(C)C)=O)[CH2:17][CH2:18][C:12]=3[CH:11]=2)[CH:9]=1)(=[O:3])[CH3:2].Cl. Product: [CH3:36][C:34]1[CH:33]=[CH:32][N:31]=[C:30]([CH2:29][O:28][C:7]2[CH:6]=[CH:5][C:4]([C:1](=[O:3])[CH3:2])=[CH:9][C:8]=2[C:10]2[CH:27]=[CH:26][C:13]3[CH2:14][CH2:15][NH:16][CH2:17][CH2:18][C:12]=3[CH:11]=2)[CH:35]=1. The catalyst class is: 12.